Dataset: Full USPTO retrosynthesis dataset with 1.9M reactions from patents (1976-2016). Task: Predict the reactants needed to synthesize the given product. (1) The reactants are: CC(OCC1C2C(=CC=CC=2)C(COC(C)=O)=C2C=1C=CC=C2)=O.C(O)(=O)C[C:27]([CH2:32][C:33]([OH:35])=[O:34])([C:29]([OH:31])=[O:30])[OH:28]. Given the product [C:29]([OH:31])(=[O:30])[CH:27]([CH2:32][C:33]([OH:35])=[O:34])[OH:28], predict the reactants needed to synthesize it. (2) Given the product [Br-:10].[CH2:16]([N+:3]1[C:2]([Cl:1])=[C:6]([Cl:7])[N:5]([C:18]2([CH2:17][CH3:16])[CH:27]=[CH:26][C:25]3[C:20](=[CH:21][CH:22]=[CH:23][CH:24]=3)[CH2:19]2)[CH:4]=1)[CH2:17][CH2:18][CH2:19][CH2:20][CH2:21][CH2:22][CH2:11][CH3:12], predict the reactants needed to synthesize it. The reactants are: [Cl:1][C:2]1[N:3]=[CH:4][NH:5][C:6]=1[Cl:7].[OH-].[K+].[Br:10][CH2:11][CH3:12].[K+].[Br-].Br[CH2:16][CH2:17][C:18]1[CH:27]=[CH:26][C:25]2[C:20](=[CH:21][CH:22]=[CH:23][CH:24]=2)[CH:19]=1. (3) The reactants are: [N:1]([C:4]1[CH:12]=[CH:11][C:7]([C:8]([OH:10])=O)=[CH:6][CH:5]=1)=[N+:2]=[N-:3].[CH2:13]([NH2:15])[CH3:14].C1C=CC2N(O)N=NC=2C=1.CCN=C=NCCCN(C)C. Given the product [N:1]([C:4]1[CH:5]=[CH:6][C:7]([C:8]([NH:15][CH2:13][CH3:14])=[O:10])=[CH:11][CH:12]=1)=[N+:2]=[N-:3], predict the reactants needed to synthesize it. (4) Given the product [Br:18][C:19]1[CH:24]=[CH:23][C:22]([S:25]([O:10][CH2:9][CH2:8][O:7][CH:1]2[CH2:6][CH2:5][CH2:4][CH2:3][CH2:2]2)(=[O:27])=[O:26])=[CH:21][CH:20]=1, predict the reactants needed to synthesize it. The reactants are: [CH:1]1([O:7][CH2:8][CH2:9][OH:10])[CH2:6][CH2:5][CH2:4][CH2:3][CH2:2]1.C(N(CC)CC)C.[Br:18][C:19]1[CH:24]=[CH:23][C:22]([S:25](Cl)(=[O:27])=[O:26])=[CH:21][CH:20]=1.